Dataset: Catalyst prediction with 721,799 reactions and 888 catalyst types from USPTO. Task: Predict which catalyst facilitates the given reaction. (1) Reactant: [Cl:1][C:2]1[CH:3]=[C:4]([C:24]2([C:32]([O:34]CC)=[O:33])[CH2:29][CH2:28][C:27]([CH3:31])([CH3:30])[CH2:26][CH2:25]2)[CH:5]=[C:6]([C:14]2[CH:19]=[CH:18][C:17]([C:20]([F:23])([F:22])[F:21])=[CH:16][CH:15]=2)[C:7]=1[O:8][CH2:9][C:10]([F:13])([F:12])[F:11].O.[OH-].[Li+]. Product: [Cl:1][C:2]1[CH:3]=[C:4]([C:24]2([C:32]([OH:34])=[O:33])[CH2:29][CH2:28][C:27]([CH3:30])([CH3:31])[CH2:26][CH2:25]2)[CH:5]=[C:6]([C:14]2[CH:15]=[CH:16][C:17]([C:20]([F:21])([F:22])[F:23])=[CH:18][CH:19]=2)[C:7]=1[O:8][CH2:9][C:10]([F:12])([F:13])[F:11]. The catalyst class is: 200. (2) Reactant: [CH3:1][N:2]([CH3:23])[C:3]1[N:8]=[CH:7][C:6]([NH:9][C:10](=[O:18])OC2C=CC=CC=2)=[CH:5][C:4]=1[C:19]([F:22])([F:21])[F:20].[CH3:24][CH:25]1[CH2:30][CH2:29][N:28]([C:31]2[C:36]([CH2:37][NH2:38])=[CH:35][CH:34]=[C:33]([C:39]([F:42])([F:41])[F:40])[N:32]=2)[CH2:27][CH2:26]1.C(N(CC)CC)C. Product: [CH3:23][N:2]([CH3:1])[C:3]1[N:8]=[CH:7][C:6]([NH:9][C:10]([NH:38][CH2:37][C:36]2[C:31]([N:28]3[CH2:29][CH2:30][CH:25]([CH3:24])[CH2:26][CH2:27]3)=[N:32][C:33]([C:39]([F:42])([F:40])[F:41])=[CH:34][CH:35]=2)=[O:18])=[CH:5][C:4]=1[C:19]([F:20])([F:21])[F:22]. The catalyst class is: 58. (3) Reactant: [NH2:1][C@H:2]1[CH2:6][N:5]([C:7](OC(C)(C)C)=O)[C@@H:4]([CH3:14])[CH2:3]1.[Br:15][C:16]1[CH:21]=[C:20]([F:22])[C:19]([Cl:23])=[CH:18][C:17]=1[S:24](Cl)(=[O:26])=[O:25].CC[N:30](C(C)C)C(C)C.N#CBr.C(O)C(N)(CO)CO. Product: [Br:15][C:16]1[CH:21]=[C:20]([F:22])[C:19]([Cl:23])=[CH:18][C:17]=1[S:24]([NH:1][C@@H:2]1[CH2:3][C@H:4]([CH3:14])[N:5]([C:7]#[N:30])[CH2:6]1)(=[O:26])=[O:25]. The catalyst class is: 2. (4) Product: [C:37]([OH:45])(=[O:44])[C:38]1[CH:43]=[CH:42][CH:41]=[CH:40][CH:39]=1.[CH3:33][N:2]([CH3:1])[C:3](=[O:32])[O:4][C:5]1[CH:10]=[CH:9][CH:8]=[C:7]([NH:11][C:12]([C:14]2([CH2:30][NH2:31])[CH2:15][CH2:16][N:17]([C:20]3[C:21]4[C:28]([CH3:29])=[CH:27][NH:26][C:22]=4[N:23]=[CH:24][N:25]=3)[CH2:18][CH2:19]2)=[O:13])[CH:6]=1. Reactant: [CH3:1][N:2]([CH3:33])[C:3](=[O:32])[O:4][C:5]1[CH:10]=[CH:9][CH:8]=[C:7]([NH:11][C:12]([C:14]2([CH2:30][NH2:31])[CH2:19][CH2:18][N:17]([C:20]3[C:21]4[C:28]([CH3:29])=[CH:27][NH:26][C:22]=4[N:23]=[CH:24][N:25]=3)[CH2:16][CH2:15]2)=[O:13])[CH:6]=1.C(#N)C.[C:37]([OH:45])(=[O:44])[C:38]1[CH:43]=[CH:42][CH:41]=[CH:40][CH:39]=1. The catalyst class is: 5. (5) Reactant: [OH:1][N:2]=[C:3]1[C:7]([CH3:14])([C:8]2[CH:13]=[CH:12][CH:11]=[CH:10][CH:9]=2)[S:6][C:5](=[S:15])[N:4]1[NH:16][C:17]1[CH:22]=[CH:21][CH:20]=[CH:19][CH:18]=1.C(N(CC)CC)C.[Cl:30][C:31]1[CH:32]=[C:33]([N:38]=[C:39]=[O:40])[CH:34]=[CH:35][C:36]=1[Cl:37]. Product: [Cl:30][C:31]1[CH:32]=[C:33]([NH:38][C:39]([O:1][N:2]=[C:3]2[C:7]([CH3:14])([C:8]3[CH:9]=[CH:10][CH:11]=[CH:12][CH:13]=3)[S:6][C:5](=[S:15])[N:4]2[NH:16][C:17]2[CH:22]=[CH:21][CH:20]=[CH:19][CH:18]=2)=[O:40])[CH:34]=[CH:35][C:36]=1[Cl:37]. The catalyst class is: 7. (6) Reactant: [N:1]([CH2:4][C:5]([C:7]1[CH:12]=[CH:11][CH:10]=[C:9]([O:13][C:14]([F:17])([F:16])[F:15])[CH:8]=1)=[O:6])=[N+]=[N-]. Product: [NH2:1][CH2:4][C:5]([C:7]1[CH:12]=[CH:11][CH:10]=[C:9]([O:13][C:14]([F:15])([F:16])[F:17])[CH:8]=1)=[O:6]. The catalyst class is: 63. (7) Reactant: ClC1C=C(C=CC=1)C(OO)=[O:6].[CH3:12][NH:13][C:14]([N:16]1[CH:25]([C:26]2[CH:31]=[CH:30][C:29]([C:32]#[N:33])=[CH:28][C:27]=2[S:34][CH3:35])[C:24]2[C:23](=[O:36])[CH2:22][CH2:21][CH2:20][C:19]=2[N:18]([C:37]2[CH:42]=[CH:41][CH:40]=[C:39]([C:43]([F:46])([F:45])[F:44])[CH:38]=2)[C:17]1=[O:47])=[O:15]. Product: [CH3:12][NH:13][C:14]([N:16]1[CH:25]([C:26]2[CH:31]=[CH:30][C:29]([C:32]#[N:33])=[CH:28][C:27]=2[S:34]([CH3:35])=[O:6])[C:24]2[C:23](=[O:36])[CH2:22][CH2:21][CH2:20][C:19]=2[N:18]([C:37]2[CH:42]=[CH:41][CH:40]=[C:39]([C:43]([F:45])([F:44])[F:46])[CH:38]=2)[C:17]1=[O:47])=[O:15]. The catalyst class is: 4. (8) Reactant: [CH2:1]([C:5]1=[CH:6][N:7]([C:21]([CH3:24])([CH3:23])[CH3:22])[S:8]/[C:9]/1=[N:10]\[C:11](=[O:20])[C:12]1[CH:17]=[C:16]([Cl:18])[CH:15]=[CH:14][C:13]=1F)[CH2:2][CH2:3][CH3:4].[CH2:25]([OH:30])[C:26]([F:29])([F:28])[F:27].CC(C)([O-])C.[K+]. Product: [F:27][C:26]([F:29])([F:28])[C:25]([OH:20])=[O:30].[CH2:1]([C:5]1=[CH:6][N:7]([C:21]([CH3:24])([CH3:23])[CH3:22])[S:8]/[C:9]/1=[N:10]\[C:11](=[O:20])[C:12]1[CH:17]=[C:16]([Cl:18])[CH:15]=[CH:14][C:13]=1[O:30][CH2:25][C:26]([F:29])([F:28])[F:27])[CH2:2][CH2:3][CH3:4]. The catalyst class is: 20. (9) Product: [CH:29]1([CH2:28][N:7]([CH2:46][CH:43]2[CH2:44][CH2:45][O:40][CH2:41][CH2:42]2)[C:8]2[C:9]([CH2:26][CH3:27])=[N:10][N:11]3[C:15]([C:16]4[CH:21]=[CH:20][C:19]([O:22][CH3:23])=[CH:18][C:17]=4[O:24][CH3:25])=[CH:14][O:13][C:12]=23)[CH2:30][CH2:31]1. Reactant: C(OC(=O)[N:7]([CH2:28][CH:29]1[CH2:31][CH2:30]1)[C:8]1[C:9]([CH2:26][CH3:27])=[N:10][N:11]2[C:15]([C:16]3[CH:21]=[CH:20][C:19]([O:22][CH3:23])=[CH:18][C:17]=3[O:24][CH3:25])=[CH:14][O:13][C:12]=12)(C)(C)C.FC(F)(F)C(O)=O.[O:40]1[CH2:45][CH2:44][CH:43]([CH:46]=O)[CH2:42][CH2:41]1.C(O[BH-](OC(=O)C)OC(=O)C)(=O)C.[Na+].C(=O)([O-])O.[Na+]. The catalyst class is: 4. (10) Reactant: [CH2:1]([O:3][CH:4]([O:21][CH2:22][CH3:23])[CH2:5][O:6][C:7]1[CH:20]=[CH:19][C:10]([CH:11]=[C:12]2[S:16][C:15](=S)[NH:14][C:13]2=[O:18])=[CH:9][CH:8]=1)[CH3:2].S1CC(=O)NC1=S.[NH:31]1[CH2:36][CH2:35][CH2:34][CH2:33][CH2:32]1. Product: [CH2:1]([O:3][CH:4]([O:21][CH2:22][CH3:23])[CH2:5][O:6][C:7]1[CH:20]=[CH:19][C:10]([CH:11]=[C:12]2[S:16][C:15]([N:31]3[CH2:36][CH2:35][CH2:34][CH2:33][CH2:32]3)=[N:14][C:13]2=[O:18])=[CH:9][CH:8]=1)[CH3:2]. The catalyst class is: 8.